This data is from Forward reaction prediction with 1.9M reactions from USPTO patents (1976-2016). The task is: Predict the product of the given reaction. (1) Given the reactants C(O[C@H:5]1[CH2:9][C@@H:8]([OH:10])[CH:7]=[CH:6]1)(=O)C.[Cu]C#N.[C:14]1([Mg]Cl)[CH:19]=[CH:18][CH:17]=[CH:16][CH:15]=1.[NH4+].[Cl-], predict the reaction product. The product is: [C:14]1([C@@H:5]2[CH2:9][C@@H:8]([OH:10])[CH:7]=[CH:6]2)[CH:19]=[CH:18][CH:17]=[CH:16][CH:15]=1. (2) Given the reactants [C:1](Cl)(=[O:3])[CH3:2].[NH2:5][C:6]1[CH:33]=[CH:32][C:9]([C:10]([N:12]2[CH2:16][C@@H:15]3[CH2:17][N:18]([C:20]([O:22][CH2:23][C:24]4[CH:29]=[C:28]([Cl:30])[CH:27]=[C:26]([Cl:31])[CH:25]=4)=[O:21])[CH2:19][C@@H:14]3[CH2:13]2)=[O:11])=[CH:8][CH:7]=1.C(N(CC)CC)C, predict the reaction product. The product is: [C:1]([NH:5][C:6]1[CH:33]=[CH:32][C:9]([C:10]([N:12]2[CH2:13][C@@H:14]3[CH2:19][N:18]([C:20]([O:22][CH2:23][C:24]4[CH:25]=[C:26]([Cl:31])[CH:27]=[C:28]([Cl:30])[CH:29]=4)=[O:21])[CH2:17][C@@H:15]3[CH2:16]2)=[O:11])=[CH:8][CH:7]=1)(=[O:3])[CH3:2]. (3) Given the reactants [Br:1][C:2]1[CH:3]=[CH:4][C:5]([Cl:20])=[C:6]([C:8]([C:10]2[CH:15]=[CH:14][C:13]([O:16][CH3:17])=[C:12]([F:18])[C:11]=2[F:19])=O)[CH:7]=1.B(F)(F)F.CCOCC.C(OCC)(=O)C.C(=O)(O)[O-], predict the reaction product. The product is: [Br:1][C:2]1[CH:3]=[CH:4][C:5]([Cl:20])=[C:6]([CH2:8][C:10]2[CH:15]=[CH:14][C:13]([O:16][CH3:17])=[C:12]([F:18])[C:11]=2[F:19])[CH:7]=1. (4) Given the reactants [CH3:1][O:2][C:3]1[C:4]([N+:15]([O-:17])=[O:16])=[C:5]2[C:9](=[CH:10][CH:11]=1)[NH:8][C:7](C(O)=O)=[CH:6]2.N1C2C(=CC=CC=2)C=CC=1, predict the reaction product. The product is: [CH3:1][O:2][C:3]1[C:4]([N+:15]([O-:17])=[O:16])=[C:5]2[C:9](=[CH:10][CH:11]=1)[NH:8][CH:7]=[CH:6]2. (5) Given the reactants [O:1]1[C:5]2[CH:6]=[C:7]([C@@H:10]([O:14][C:15]3[CH:16]=[C:17]4[C:21](=[CH:22][CH:23]=3)[N:20]([C:24]3[CH:29]=[CH:28][C:27]([F:30])=[CH:26][CH:25]=3)[N:19]=[CH:18]4)[C@@H:11]([NH2:13])[CH3:12])[CH:8]=[CH:9][C:4]=2[CH2:3][CH2:2]1.[F:31][C:32]([F:37])([CH3:36])[C:33](O)=[O:34].CN(C(ON1N=NC2C=CC=NC1=2)=[N+](C)C)C.F[P-](F)(F)(F)(F)F.C(N(C(C)C)C(C)C)C.Cl, predict the reaction product. The product is: [O:1]1[C:5]2[CH:6]=[C:7]([C@@H:10]([O:14][C:15]3[CH:16]=[C:17]4[C:21](=[CH:22][CH:23]=3)[N:20]([C:24]3[CH:25]=[CH:26][C:27]([F:30])=[CH:28][CH:29]=3)[N:19]=[CH:18]4)[C@@H:11]([NH:13][C:33](=[O:34])[C:32]([F:37])([F:31])[CH3:36])[CH3:12])[CH:8]=[CH:9][C:4]=2[CH2:3][CH2:2]1. (6) Given the reactants [NH:1]1[CH2:6][CH2:5][CH2:4][NH:3][C:2]1=[O:7].Br[CH2:9][C:10]1[C:11]([CH3:16])=[CH:12][CH:13]=[CH:14][CH:15]=1.CN(C)C=O.[H-].[Na+], predict the reaction product. The product is: [CH3:9][C:10]1[CH:15]=[CH:14][CH:13]=[CH:12][C:11]=1[CH2:16][N:1]1[CH2:6][CH2:5][CH2:4][NH:3][C:2]1=[O:7]. (7) Given the reactants [Cl:1][C:2]1[C:7]([C:8]2[CH:13]=[CH:12][CH:11]=[CH:10][C:9]=2[O:14][CH2:15][CH3:16])=[CH:6][C:5]([O:17][CH3:18])=[C:4]([C:19]([N:21]2[C:27]3[CH:28]=[CH:29][CH:30]=[CH:31][C:26]=3[CH2:25][N:24]3[C:32]([C:35]([OH:37])=O)=[CH:33][CH:34]=[C:23]3[CH2:22]2)=[O:20])[CH:3]=1.[NH2:38][CH2:39][C:40]1[CH:45]=[CH:44][CH:43]=[CH:42][N:41]=1, predict the reaction product. The product is: [Cl:1][C:2]1[C:7]([C:8]2[CH:13]=[CH:12][CH:11]=[CH:10][C:9]=2[O:14][CH2:15][CH3:16])=[CH:6][C:5]([O:17][CH3:18])=[C:4]([C:19]([N:21]2[C:27]3[CH:28]=[CH:29][CH:30]=[CH:31][C:26]=3[CH2:25][N:24]3[C:32]([C:35]([NH:38][CH2:39][C:40]4[CH:45]=[CH:44][CH:43]=[CH:42][N:41]=4)=[O:37])=[CH:33][CH:34]=[C:23]3[CH2:22]2)=[O:20])[CH:3]=1. (8) Given the reactants [Br:1][C:2]1[C:3](=[O:18])[N:4]([CH3:17])[C:5](=[O:16])[C:6]=1[C:7]1[C:15]2[C:10](=[CH:11][CH:12]=[CH:13][CH:14]=2)[NH:9][CH:8]=1.[CH3:19][C:20]([O:23][C:24](O[C:24]([O:23][C:20]([CH3:22])([CH3:21])[CH3:19])=[O:25])=[O:25])([CH3:22])[CH3:21], predict the reaction product. The product is: [Br:1][C:2]1[C:3](=[O:18])[N:4]([CH3:17])[C:5](=[O:16])[C:6]=1[C:7]1[C:15]2[C:10](=[CH:11][CH:12]=[CH:13][CH:14]=2)[N:9]([C:24]([O:23][C:20]([CH3:22])([CH3:21])[CH3:19])=[O:25])[CH:8]=1. (9) Given the reactants [Cl:1][S:2]([C:5]1[CH:6]=[C:7]([CH:11]=[CH:12][C:13]=1[CH3:14])[C:8]([OH:10])=[O:9])(=[O:4])=[O:3].[C:15]1([CH3:27])[CH:20]=[CH:19][C:18]([S:21]([CH2:24][CH2:25]O)(=[O:23])=[O:22])=[CH:17][CH:16]=1, predict the reaction product. The product is: [C:15]1([CH3:27])[CH:20]=[CH:19][C:18]([S:21]([CH2:24][CH2:25][O:9][C:8](=[O:10])[C:7]2[CH:11]=[CH:12][C:13]([CH3:14])=[C:5]([S:2]([Cl:1])(=[O:4])=[O:3])[CH:6]=2)(=[O:23])=[O:22])=[CH:17][CH:16]=1.